From a dataset of Catalyst prediction with 721,799 reactions and 888 catalyst types from USPTO. Predict which catalyst facilitates the given reaction. (1) Reactant: [CH:1]1([C:4]([N:6]2[CH2:10][CH2:9][C@@H:8]([CH2:11][N:12]3[C:16]4[CH:17]=[C:18]([C:21](O)=[O:22])[CH:19]=[CH:20][C:15]=4[N:14]=[C:13]3[C:24]3[CH:29]=[CH:28][C:27]([C:30]4[CH:35]=[CH:34][C:33]([O:36][CH3:37])=[CH:32][CH:31]=4)=[CH:26][CH:25]=3)[CH2:7]2)=[O:5])[CH2:3][CH2:2]1.[CH3:38][N:39](C(ON1N=NC2C=CC=NC1=2)=[N+](C)C)C.F[P-](F)(F)(F)(F)F.CN. Product: [CH:1]1([C:4]([N:6]2[CH2:10][CH2:9][C@@H:8]([CH2:11][N:12]3[C:16]4[CH:17]=[C:18]([C:21]([NH:39][CH3:38])=[O:22])[CH:19]=[CH:20][C:15]=4[N:14]=[C:13]3[C:24]3[CH:25]=[CH:26][C:27]([C:30]4[CH:35]=[CH:34][C:33]([O:36][CH3:37])=[CH:32][CH:31]=4)=[CH:28][CH:29]=3)[CH2:7]2)=[O:5])[CH2:3][CH2:2]1. The catalyst class is: 3. (2) Reactant: C(O)(=O)C.[F:5][C:6]1[C:11]([O:12][CH2:13][CH2:14][OH:15])=[CH:10][C:9]([O:16][CH3:17])=[CH:8][C:7]=1[CH:18]([NH:31][C:32]1[CH:40]=[CH:39][C:35]([C:36]([NH2:38])=[NH:37])=[CH:34][CH:33]=1)[C:19]1[NH:23][C:22](=[O:24])[N:21]([C:25]2[N:30]=[CH:29][CH:28]=[CH:27][N:26]=2)[N:20]=1.CN(C=O)C.[N+](C1C=CC([O:55][C:56](=O)[O:57][CH2:58][C:59]([CH3:62])([CH3:61])[CH3:60])=CC=1)([O-])=O.C(N(CC)CC)C. Product: [CH3:60][C:59]([CH3:62])([CH3:61])[CH2:58][O:57][C:56](=[O:55])[N:37]=[C:36]([NH2:38])[C:35]1[CH:34]=[CH:33][C:32]([NH:31][CH:18]([C:7]2[CH:8]=[C:9]([O:16][CH3:17])[CH:10]=[C:11]([O:12][CH2:13][CH2:14][OH:15])[C:6]=2[F:5])[C:19]2[NH:23][C:22](=[O:24])[N:21]([C:25]3[N:26]=[CH:27][CH:28]=[CH:29][N:30]=3)[N:20]=2)=[CH:40][CH:39]=1. The catalyst class is: 15. (3) Reactant: [CH3:1][S:2](Cl)(=[O:4])=[O:3].[F:6][C:7]1[CH:12]=[CH:11][C:10]([F:13])=[CH:9][C:8]=1[C@H:14]1[CH2:18][CH2:17][CH2:16][N:15]1[C:19]1[CH:24]=[CH:23][N:22]2[N:25]=[CH:26][C:27]([C:28]([NH:30][CH:31]3[CH2:36][CH2:35][NH:34][CH2:33][CH2:32]3)=[O:29])=[C:21]2[CH:20]=1.CCN(CC)CC. Product: [F:6][C:7]1[CH:12]=[CH:11][C:10]([F:13])=[CH:9][C:8]=1[C@H:14]1[CH2:18][CH2:17][CH2:16][N:15]1[C:19]1[CH:24]=[CH:23][N:22]2[N:25]=[CH:26][C:27]([C:28]([NH:30][CH:31]3[CH2:36][CH2:35][N:34]([S:2]([CH3:1])(=[O:4])=[O:3])[CH2:33][CH2:32]3)=[O:29])=[C:21]2[CH:20]=1. The catalyst class is: 2. (4) Reactant: [Si:1](Cl)([C:4]([CH3:7])([CH3:6])[CH3:5])([CH3:3])[CH3:2].CN(C)C=O.[CH:14]([NH:17][CH2:18][C:19]1([CH2:23][OH:24])[CH2:22][O:21][CH2:20]1)([CH3:16])[CH3:15].N1C=CN=C1. The catalyst class is: 6. Product: [Si:1]([O:24][CH2:23][C:19]1([CH2:18][NH:17][CH:14]([CH3:16])[CH3:15])[CH2:22][O:21][CH2:20]1)([C:4]([CH3:7])([CH3:6])[CH3:5])([CH3:3])[CH3:2]. (5) Reactant: [N:1]1[CH:6]=[CH:5][CH:4]=[CH:3][C:2]=1[C:7]1[N:11]=[C:10]([C:12]2[CH:17]=[C:16](Br)[CH:15]=[CH:14][C:13]=2[O:19][CH3:20])[O:9][N:8]=1.[N:21]1[CH:26]=[CH:25][C:24](B(O)O)=[CH:23][CH:22]=1.C(=O)([O-])[O-].[Na+].[Na+]. Product: [N:1]1[CH:6]=[CH:5][CH:4]=[CH:3][C:2]=1[C:7]1[N:11]=[C:10]([C:12]2[CH:17]=[C:16]([C:24]3[CH:25]=[CH:26][N:21]=[CH:22][CH:23]=3)[CH:15]=[CH:14][C:13]=2[O:19][CH3:20])[O:9][N:8]=1. The catalyst class is: 276. (6) Product: [Cl:15][C:12]1[CH:13]=[CH:14][C:9]([NH:8][C:6](=[O:7])[C:5]2[CH:22]=[CH:23][C:2]([NH:28][CH2:27][C@@H:26]([OH:29])[CH3:25])=[N:3][C:4]=2[CH3:24])=[CH:10][C:11]=1[C:16]1[CH:21]=[CH:20][CH:19]=[CH:18][N:17]=1. Reactant: Cl[C:2]1[CH:23]=[CH:22][C:5]([C:6]([NH:8][C:9]2[CH:14]=[CH:13][C:12]([Cl:15])=[C:11]([C:16]3[CH:21]=[CH:20][CH:19]=[CH:18][N:17]=3)[CH:10]=2)=[O:7])=[C:4]([CH3:24])[N:3]=1.[CH3:25][C@H:26]([OH:29])[CH2:27][NH2:28]. The catalyst class is: 51. (7) Product: [CH:18]1([CH2:17][CH:8]([C:5]2[CH:4]=[CH:3][C:2]([NH:1][S:25]([C:24]([F:30])([F:29])[F:23])(=[O:27])=[O:26])=[CH:7][CH:6]=2)[C:9]([NH:11][C:12]2[S:13][CH:14]=[CH:15][N:16]=2)=[O:10])[CH2:22][CH2:21][CH2:20][CH2:19]1. The catalyst class is: 17. Reactant: [NH2:1][C:2]1[CH:7]=[CH:6][C:5]([CH:8]([CH2:17][CH:18]2[CH2:22][CH2:21][CH2:20][CH2:19]2)[C:9]([NH:11][C:12]2[S:13][CH:14]=[CH:15][N:16]=2)=[O:10])=[CH:4][CH:3]=1.[F:23][C:24]([F:30])([F:29])[S:25](Cl)(=[O:27])=[O:26]. (8) Reactant: [NH2:1][C:2]1[C:7]([C:8]2[N:33]([C:34]3[CH:39]=[CH:38][C:37]([C:40]4([NH:44]C(=O)OC(C)(C)C)[CH2:43][CH2:42][CH2:41]4)=[CH:36][CH:35]=3)[C:11]3=[N:12][C:13]([C:16]4[CH:21]=[CH:20][CH:19]=[C:18]([N:22]5[CH2:27][CH2:26][CH:25]([N:28]([CH3:32])[C:29](=[O:31])[CH3:30])[CH2:24][CH2:23]5)[CH:17]=4)=[CH:14][CH:15]=[C:10]3[N:9]=2)=[CH:6][CH:5]=[CH:4][N:3]=1.[ClH:52].O1CCOCC1. Product: [ClH:52].[ClH:52].[ClH:52].[NH2:44][C:40]1([C:37]2[CH:36]=[CH:35][C:34]([N:33]3[C:11]4=[N:12][C:13]([C:16]5[CH:17]=[C:18]([N:22]6[CH2:27][CH2:26][CH:25]([N:28]([CH3:32])[C:29](=[O:31])[CH3:30])[CH2:24][CH2:23]6)[CH:19]=[CH:20][CH:21]=5)=[CH:14][CH:15]=[C:10]4[N:9]=[C:8]3[C:7]3[C:2]([NH2:1])=[N:3][CH:4]=[CH:5][CH:6]=3)=[CH:39][CH:38]=2)[CH2:41][CH2:42][CH2:43]1. The catalyst class is: 5.